Predict the reaction yield, written as a fraction of the theoretical maximum amount of product (1.0 means a 100% yield; for example, 0.34 means a 34% yield). From a dataset of Reaction yield outcomes from USPTO patents with 853,638 reactions. (1) The reactants are [CH2:1]([N:3]1[C:11]2[C:6](=[CH:7][CH:8]=[C:9]([O:12][CH3:13])[CH:10]=2)[C:5]([C:14]#[N:15])=[C:4]1[C:16]1[CH:17]=[CH:18][C:19]2[O:24][CH2:23][C:22](=[O:25])[NH:21][C:20]=2[CH:26]=1)[CH3:2].[H-].[Na+].[CH3:29]I. The catalyst is C1COCC1. The product is [CH2:1]([N:3]1[C:11]2[C:6](=[CH:7][CH:8]=[C:9]([O:12][CH3:13])[CH:10]=2)[C:5]([C:14]#[N:15])=[C:4]1[C:16]1[CH:17]=[CH:18][C:19]2[O:24][CH2:23][C:22](=[O:25])[N:21]([CH3:29])[C:20]=2[CH:26]=1)[CH3:2]. The yield is 0.760. (2) The reactants are [Br:1][C:2]1[C:10]2[C:9]([NH:11][C:12]3[CH:13]=[C:14]4[CH:20]=[N:19][NH:18][C:15]4=[CH:16][N:17]=3)=[N:8][CH:7]=[N:6][C:5]=2[NH:4][C:3]=1[C:21](O)=[O:22].[CH3:24][N:25]([CH3:30])[CH2:26][CH2:27][CH2:28][NH2:29].C(N(C(C)C)C(C)C)C.F[P-](F)(F)(F)(F)F.N1(O[P+](N2CCCC2)(N2CCCC2)N2CCCC2)C2C=CC=CC=2N=N1. The catalyst is CS(C)=O. The product is [Br:1][C:2]1[C:10]2[C:9]([NH:11][C:12]3[CH:13]=[C:14]4[CH:20]=[N:19][NH:18][C:15]4=[CH:16][N:17]=3)=[N:8][CH:7]=[N:6][C:5]=2[NH:4][C:3]=1[C:21]([NH:29][CH2:28][CH2:27][CH2:26][N:25]([CH3:30])[CH3:24])=[O:22]. The yield is 0.160. (3) The reactants are [CH:1]([Mg]Br)=[CH2:2].[CH2:5]([N:8]([CH3:29])[C:9]1[C:13]([C:14](N(OC)C)=[O:15])=[CH:12][N:11]([CH2:20][C:21]2[CH:26]=[CH:25][C:24]([O:27][CH3:28])=[CH:23][CH:22]=2)[N:10]=1)[CH:6]=[CH2:7]. The catalyst is C1COCC1. The product is [CH2:5]([N:8]([CH3:29])[C:9]1[C:13]([C:14](=[O:15])[CH:1]=[CH2:2])=[CH:12][N:11]([CH2:20][C:21]2[CH:22]=[CH:23][C:24]([O:27][CH3:28])=[CH:25][CH:26]=2)[N:10]=1)[CH:6]=[CH2:7]. The yield is 0.890. (4) The reactants are [OH:1][CH2:2][CH2:3][CH2:4][C:5]#[C:6][C:7]1[CH:12]=[C:11]([C:13]#[C:14][CH2:15][CH2:16][CH2:17][OH:18])[CH:10]=[C:9]([C:19]#[C:20][CH2:21][CH2:22][CH2:23][OH:24])[CH:8]=1. The catalyst is CO.[Pd]. The product is [OH:1][CH2:2][CH2:3][CH2:4][CH2:5][CH2:6][C:7]1[CH:12]=[C:11]([CH2:13][CH2:14][CH2:15][CH2:16][CH2:17][OH:18])[CH:10]=[C:9]([CH2:19][CH2:20][CH2:21][CH2:22][CH2:23][OH:24])[CH:8]=1. The yield is 0.960.